This data is from NCI-60 drug combinations with 297,098 pairs across 59 cell lines. The task is: Regression. Given two drug SMILES strings and cell line genomic features, predict the synergy score measuring deviation from expected non-interaction effect. Drug 1: CC(C)CN1C=NC2=C1C3=CC=CC=C3N=C2N. Drug 2: CC1C(C(CC(O1)OC2CC(CC3=C2C(=C4C(=C3O)C(=O)C5=CC=CC=C5C4=O)O)(C(=O)C)O)N)O. Cell line: MDA-MB-231. Synergy scores: CSS=40.6, Synergy_ZIP=-0.0477, Synergy_Bliss=-1.42, Synergy_Loewe=-2.92, Synergy_HSA=0.415.